The task is: Predict the reaction yield, written as a fraction of the theoretical maximum amount of product (1.0 means a 100% yield; for example, 0.34 means a 34% yield).. This data is from Reaction yield outcomes from USPTO patents with 853,638 reactions. (1) The reactants are C(Cl)(=O)C(Cl)=O.CS(C)=O.[C:11]([O:14][C@@H:15]1[C@H:19]([CH2:20][CH2:21][CH2:22][CH2:23][CH2:24][CH2:25][C:26]([O:28][CH3:29])=[O:27])[C@@H:18]([CH2:30][OH:31])[C@H:17]([O:32][CH:33]2[CH2:38][CH2:37][CH2:36][CH2:35][O:34]2)[CH2:16]1)(=[O:13])[CH3:12].C(N(CC)CC)C. The catalyst is ClCCl.O. The product is [C:11]([O:14][C@@H:15]1[C@H:19]([CH2:20][CH2:21][CH2:22][CH2:23][CH2:24][CH2:25][C:26]([O:28][CH3:29])=[O:27])[C@@H:18]([CH:30]=[O:31])[C@H:17]([O:32][CH:33]2[CH2:38][CH2:37][CH2:36][CH2:35][O:34]2)[CH2:16]1)(=[O:13])[CH3:12]. The yield is 0.924. (2) The reactants are [NH2:1][C:2]1[C:7]([N+:8]([O-])=O)=[CH:6][CH:5]=[CH:4][C:3]=1[C:11]1[CH:16]=[C:15]([F:17])[CH:14]=[C:13]([CH2:18][NH:19][S:20]([CH3:23])(=[O:22])=[O:21])[CH:12]=1.[NH4+].[Cl-]. The catalyst is CO.[Fe]. The product is [NH2:1][C:2]1[C:7]([NH2:8])=[CH:6][CH:5]=[CH:4][C:3]=1[C:11]1[CH:16]=[C:15]([F:17])[CH:14]=[C:13]([CH2:18][NH:19][S:20]([CH3:23])(=[O:22])=[O:21])[CH:12]=1. The yield is 0.822. (3) The reactants are [Cl-].[Al+3].[Cl-].[Cl-].[S:5]1[C:9]2[CH:10]=[CH:11][CH:12]=[CH:13][C:8]=2[NH:7][C:6]1=[O:14].[Br:15][CH:16]([CH3:20])[C:17](Br)=[O:18]. The catalyst is C(Cl)Cl. The product is [Br:15][CH:16]([CH3:20])[C:17]([C:11]1[CH:12]=[CH:13][C:8]2[NH:7][C:6](=[O:14])[S:5][C:9]=2[CH:10]=1)=[O:18]. The yield is 0.203. (4) The reactants are [C:1]([C:5]1[CH:9]=[C:8]([NH:10][C:11]([NH:13][CH2:14][C:15]2[CH:20]=[C:19]([F:21])[CH:18]=[CH:17][C:16]=2[O:22][C:23]2[CH:24]=[C:25]3[C:29](=[CH:30][CH:31]=2)[N:28]([CH2:32][CH2:33][OH:34])[N:27]=[CH:26]3)=[O:12])[N:7]([C:35]2[CH:40]=[CH:39][C:38]([CH:41]=[O:42])=[CH:37][CH:36]=2)[N:6]=1)([CH3:4])([CH3:3])[CH3:2].[BH4-].[Na+]. The catalyst is CO. The product is [C:1]([C:5]1[CH:9]=[C:8]([NH:10][C:11]([NH:13][CH2:14][C:15]2[CH:20]=[C:19]([F:21])[CH:18]=[CH:17][C:16]=2[O:22][C:23]2[CH:24]=[C:25]3[C:29](=[CH:30][CH:31]=2)[N:28]([CH2:32][CH2:33][OH:34])[N:27]=[CH:26]3)=[O:12])[N:7]([C:35]2[CH:36]=[CH:37][C:38]([CH2:41][OH:42])=[CH:39][CH:40]=2)[N:6]=1)([CH3:4])([CH3:2])[CH3:3]. The yield is 0.0630. (5) The reactants are [OH:1][C@@H:2]([CH2:25][OH:26])[CH2:3][C:4]1[CH:5]=[C:6]([F:24])[C:7]([C:10]2([F:23])[CH2:15][CH2:14][N:13](C(OC(C)(C)C)=O)[CH2:12][CH2:11]2)=[N:8][CH:9]=1.Cl.C(OCC)C. The catalyst is ClCCl.O1CCOCC1. The product is [F:24][C:6]1[CH:5]=[C:4]([CH2:3][C@@H:2]([OH:1])[CH2:25][OH:26])[CH:9]=[N:8][C:7]=1[C:10]1([F:23])[CH2:11][CH2:12][NH:13][CH2:14][CH2:15]1. The yield is 1.00. (6) The reactants are [N:1]1([C:8]([C:10]2[CH:16]=[CH:15][C:13]([NH2:14])=[CH:12][C:11]=2[Cl:17])=[O:9])[CH2:7][CH2:6][CH2:5][CH2:4][CH2:3][CH2:2]1.Cl.Cl[C:20]1[C:29]2[C:24](=[CH:25][CH:26]=[CH:27][C:28]=2[F:30])[N:23]=[CH:22][N:21]=1. The catalyst is CC(O)C. The product is [ClH:17].[N:1]1([C:8]([C:10]2[CH:16]=[CH:15][C:13]([NH:14][C:20]3[C:29]4[C:24](=[CH:25][CH:26]=[CH:27][C:28]=4[F:30])[N:23]=[CH:22][N:21]=3)=[CH:12][C:11]=2[Cl:17])=[O:9])[CH2:2][CH2:3][CH2:4][CH2:5][CH2:6][CH2:7]1. The yield is 1.00. (7) The reactants are [CH3:1][O:2][C:3]1[CH:4]=[C:5]2[C:10](=[CH:11][C:12]=1[O:13][CH3:14])[N:9]=[CH:8][CH:7]=[C:6]2[O:15][C:16]1[CH:21]=[CH:20][C:19]([NH:22][C:23](=O)[CH2:24][O:25][C:26]2[CH:31]=[CH:30][C:29]([Cl:32])=[CH:28][CH:27]=2)=[CH:18][CH:17]=1.Cl.[OH-].[Na+]. The catalyst is O1CCCC1. The product is [Cl:32][C:29]1[CH:28]=[CH:27][C:26]([O:25][CH2:24][CH2:23][NH:22][C:19]2[CH:20]=[CH:21][C:16]([O:15][C:6]3[C:5]4[C:10](=[CH:11][C:12]([O:13][CH3:14])=[C:3]([O:2][CH3:1])[CH:4]=4)[N:9]=[CH:8][CH:7]=3)=[CH:17][CH:18]=2)=[CH:31][CH:30]=1. The yield is 0.800. (8) The reactants are CO[C:3]([C:5]1[CH:6]=[C:7]2[C:12](=[CH:13][CH:14]=1)[N:11]=[CH:10]N=[C:8]2[Cl:15])=[O:4].[CH3:16]C(C[AlH]CC(C)C)C. The catalyst is C1COCC1. The product is [Cl:15][C:8]1[C:7]2[C:12](=[CH:13][CH:14]=[C:5]([CH2:3][OH:4])[CH:6]=2)[N:11]=[CH:10][CH:16]=1. The yield is 0.660. (9) The reactants are [Br:1][C:2]1[CH:20]=[CH:19][C:5]([C:6]([NH:8][CH2:9][CH2:10][C:11]2[CH:16]=[CH:15][CH:14]=[C:13]([O:17][CH3:18])[CH:12]=2)=O)=[CH:4][CH:3]=1.P(Cl)(Cl)(Cl)(Cl)[Cl:22].CCCCCC. The catalyst is C(Cl)(Cl)Cl. The product is [ClH:22].[Br:1][C:2]1[CH:20]=[CH:19][C:5]([C:6]2[C:16]3[C:11](=[CH:12][C:13]([O:17][CH3:18])=[CH:14][CH:15]=3)[CH2:10][CH2:9][N:8]=2)=[CH:4][CH:3]=1. The yield is 0.690. (10) The reactants are [F:1][C:2]([F:21])([F:20])[C:3]1[CH:4]=[C:5]([C:9]2[N:14]=[C:13]([CH:15]([CH3:19])[C:16]([OH:18])=O)[CH:12]=[CH:11][CH:10]=2)[CH:6]=[CH:7][CH:8]=1.[N:22]1[CH:27]=[CH:26][N:25]=[CH:24][C:23]=1[NH2:28].CCN(C(C)C)C(C)C.CN(C(ON1N=NC2C=CC=NC1=2)=[N+](C)C)C.F[P-](F)(F)(F)(F)F. The catalyst is ClCCl. The product is [N:22]1[CH:27]=[CH:26][N:25]=[CH:24][C:23]=1[NH:28][C:16](=[O:18])[CH:15]([C:13]1[CH:12]=[CH:11][CH:10]=[C:9]([C:5]2[CH:6]=[CH:7][CH:8]=[C:3]([C:2]([F:1])([F:21])[F:20])[CH:4]=2)[N:14]=1)[CH3:19]. The yield is 0.219.